Dataset: Reaction yield outcomes from USPTO patents with 853,638 reactions. Task: Predict the reaction yield, written as a fraction of the theoretical maximum amount of product (1.0 means a 100% yield; for example, 0.34 means a 34% yield). (1) The reactants are [N:1]1([C:7]2[CH:8]=[CH:9][C:10]3[CH2:11][N:12]([C:18]([O:20][C:21]([CH3:24])([CH3:23])[CH3:22])=[O:19])[CH2:13][CH2:14][O:15][C:16]=3[N:17]=2)[CH2:6][CH2:5][NH:4][CH2:3][CH2:2]1.C(=O)([O-])[O-].[K+].[K+].CN(C=O)C.[CH2:36](Br)[C:37]1[CH:42]=[CH:41][CH:40]=[CH:39][CH:38]=1. The catalyst is O.C(OCC)(=O)C. The product is [CH2:36]([N:4]1[CH2:5][CH2:6][N:1]([C:7]2[CH:8]=[CH:9][C:10]3[CH2:11][N:12]([C:18]([O:20][C:21]([CH3:24])([CH3:23])[CH3:22])=[O:19])[CH2:13][CH2:14][O:15][C:16]=3[N:17]=2)[CH2:2][CH2:3]1)[C:37]1[CH:42]=[CH:41][CH:40]=[CH:39][CH:38]=1. The yield is 0.680. (2) The reactants are [Cl:1][C:2]1[CH:36]=[CH:35][C:5]([CH2:6][CH2:7][NH:8][C:9]([C:11]2[CH:34]=[CH:33][C:14]([O:15][C:16]3[CH:25]=[C:24]4[C:19]([C:20]([CH3:30])([C:26]([O:28]C)=[O:27])[CH2:21][CH2:22][O:23]4)=[CH:18][C:17]=3[C:31]#[N:32])=[CH:13][CH:12]=2)=[O:10])=[CH:4][CH:3]=1.[OH-].[Na+].O.CO. The catalyst is C1COCC1.C(OCC)(=O)C.Cl. The product is [Cl:1][C:2]1[CH:3]=[CH:4][C:5]([CH2:6][CH2:7][NH:8][C:9]([C:11]2[CH:12]=[CH:13][C:14]([O:15][C:16]3[CH:25]=[C:24]4[C:19]([C:20]([CH3:30])([C:26]([OH:28])=[O:27])[CH2:21][CH2:22][O:23]4)=[CH:18][C:17]=3[C:31]#[N:32])=[CH:33][CH:34]=2)=[O:10])=[CH:35][CH:36]=1. The yield is 0.343. (3) The reactants are O.[NH2:2][NH2:3].[CH2:4]([O:6][CH:7]1[CH2:12][CH2:11][N:10]([C:13]([C:15]2[CH:16]=[C:17]([CH2:22][C:23]([C:25]3[C:26]([C:33]([O:35]C)=O)=[C:27]([CH3:32])[N:28]([CH3:31])[C:29]=3[CH3:30])=O)[CH:18]=[CH:19][C:20]=2[F:21])=[O:14])[CH2:9][CH2:8]1)[CH3:5]. The catalyst is C(O)(=O)C. The product is [CH2:4]([O:6][CH:7]1[CH2:8][CH2:9][N:10]([C:13]([C:15]2[CH:16]=[C:17]([CH:18]=[CH:19][C:20]=2[F:21])[CH2:22][C:23]2[C:25]3[C:26](=[C:27]([CH3:32])[N:28]([CH3:31])[C:29]=3[CH3:30])[C:33](=[O:35])[NH:2][N:3]=2)=[O:14])[CH2:11][CH2:12]1)[CH3:5]. The yield is 0.323. (4) The reactants are [Br:1][C:2]1[S:6][C:5]2[C:7](=[O:16])[C:8]3[CH:12]=[C:11]([Br:13])[S:10][C:9]=3[C:14](=[O:15])[C:4]=2[CH:3]=1.[C:17](=[O:20])([O-])[O-].[K+].[K+].[CH2:23]([CH:30]([CH2:34][CH2:35][CH2:36][CH2:37][CH2:38][CH2:39][CH2:40][CH2:41][CH3:42])[C:31](Cl)=[O:32])[CH2:24][CH2:25][CH2:26][CH2:27][CH2:28][CH3:29]. The catalyst is [Zn].O1CCCC1. The product is [Br:13][C:11]1[S:10][C:9]2=[C:14]([O:15][C:17](=[O:20])[CH:30]([CH2:23][CH2:24][CH2:25][CH2:26][CH2:27][CH2:28][CH3:29])[CH2:34][CH2:35][CH2:36][CH2:37][CH2:38][CH2:39][CH2:40][CH2:41][CH3:42])[C:4]3[CH:3]=[C:2]([Br:1])[S:6][C:5]=3[C:7]([O:16][C:31](=[O:32])[CH:30]([CH2:23][CH2:24][CH2:25][CH2:26][CH2:27][CH2:28][CH3:29])[CH2:34][CH2:35][CH2:36][CH2:37][CH2:38][CH2:39][CH2:40][CH2:41][CH3:42])=[C:8]2[CH:12]=1. The yield is 0.360. (5) The reactants are Cl.[CH3:2][O:3][C:4]1[CH:5]=[C:6]([N:10]2[CH2:15][CH2:14][N:13]([CH2:16][C:17]([OH:19])=O)[CH2:12][CH2:11]2)[CH:7]=[CH:8][CH:9]=1.[NH2:20][C@@H:21]([CH2:39][O:40][CH2:41][C:42]1[CH:47]=[CH:46][CH:45]=[CH:44][CH:43]=1)[C:22]([NH:24][C:25]1[CH:30]=[CH:29][C:28]([O:31][C:32]2[CH:37]=[CH:36][C:35]([F:38])=[CH:34][CH:33]=2)=[CH:27][CH:26]=1)=[O:23]. No catalyst specified. The product is [CH2:41]([O:40][CH2:39][C@H:21]([NH:20][C:17](=[O:19])[CH2:16][N:13]1[CH2:12][CH2:11][N:10]([C:6]2[CH:7]=[CH:8][CH:9]=[C:4]([O:3][CH3:2])[CH:5]=2)[CH2:15][CH2:14]1)[C:22]([NH:24][C:25]1[CH:30]=[CH:29][C:28]([O:31][C:32]2[CH:37]=[CH:36][C:35]([F:38])=[CH:34][CH:33]=2)=[CH:27][CH:26]=1)=[O:23])[C:42]1[CH:47]=[CH:46][CH:45]=[CH:44][CH:43]=1. The yield is 0.320. (6) The reactants are [F:1][C:2]1[CH:3]=[C:4]2[C:8](=[CH:9][CH:10]=1)[NH:7][N:6]=[C:5]2[I:11].[Cl:12][CH2:13][CH2:14]Cl.C([O-])([O-])=O.[K+].[K+]. The catalyst is C(#N)C. The product is [Cl:12][CH2:13][CH2:14][N:7]1[C:8]2[C:4](=[CH:3][C:2]([F:1])=[CH:10][CH:9]=2)[C:5]([I:11])=[N:6]1. The yield is 0.670.